Dataset: Full USPTO retrosynthesis dataset with 1.9M reactions from patents (1976-2016). Task: Predict the reactants needed to synthesize the given product. (1) Given the product [Cl-:3].[CH3:20][O:19][C:18]1[CH:6]=[N:5][C:4]([CH3:13])=[NH+:9][C:17]=1[CH3:16], predict the reactants needed to synthesize it. The reactants are: N#N.[Cl:3][C:4]1[N:9]=C(Cl)C(OC)=[CH:6][N:5]=1.[CH3:13][Mg]Cl.[CH2:16]1[CH2:20][O:19][CH2:18][CH2:17]1. (2) Given the product [CH2:50]([N:41]1[C:42]2[CH:49]=[CH:48][C:45](/[CH:46]=[CH:16]/[C:15]3[CH:14]=[CH:13][C:12]([N:11]4[C:10]5[C:23]6[C:28]([C:29]7[CH:56]=[CH:57][CH:58]=[CH:33][C:34]=7[C:9]=5[N:8]=[C:7]4[C:1]4[CH:6]=[CH:5][CH:4]=[CH:3][CH:2]=4)=[CH:27][CH:26]=[CH:25][CH:24]=6)=[CH:22][CH:21]=3)=[CH:44][C:43]=2[C:36]2[C:35]1=[CH:40][CH:39]=[CH:38][CH:37]=2)[CH3:51], predict the reactants needed to synthesize it. The reactants are: [C:1]1([C:7]2[N:11]([C:12]3[CH:22]=[CH:21][C:15]([CH2:16]P(=O)([O-])[O-])=[CH:14][CH:13]=3)[C:10]3[C:23]4[C:28]([C:29]5C=CC=[CH:33][C:34]=5[C:9]=3[N:8]=2)=[CH:27][CH:26]=[CH:25][CH:24]=4)[CH:6]=[CH:5][CH:4]=[CH:3][CH:2]=1.[C:35]1([N:41]([C:50]2C=CC=C[CH:51]=2)[C:42]2[CH:49]=[CH:48][C:45]([CH:46]=O)=[CH:44][CH:43]=2)[CH:40]=[CH:39][CH:38]=[CH:37][CH:36]=1.[CH3:56][C:57]([O-])(C)[CH3:58].[K+].O.